Predict the reaction yield, written as a fraction of the theoretical maximum amount of product (1.0 means a 100% yield; for example, 0.34 means a 34% yield). From a dataset of Reaction yield outcomes from USPTO patents with 853,638 reactions. (1) The reactants are [F:1][C:2]1[CH:7]=[CH:6][C:5]([OH:8])=[C:4]([C:9]2([CH3:15])[CH2:14][CH2:13][CH2:12][CH2:11][CH2:10]2)[CH:3]=1.Cl[C:17]([O:19][CH3:20])=[O:18]. The catalyst is CN(C1C=CN=CC=1)C.C(Cl)Cl. The product is [C:17](=[O:18])([O:19][CH3:20])[O:8][C:5]1[CH:6]=[CH:7][C:2]([F:1])=[CH:3][C:4]=1[C:9]1([CH3:15])[CH2:14][CH2:13][CH2:12][CH2:11][CH2:10]1. The yield is 0.721. (2) The reactants are [C:1]([C:4]1[CH:5]=[C:6]([CH:10]=[CH:11][CH:12]=1)[C:7]([OH:9])=[O:8])(=O)[CH3:2].Cl.[NH2:14][OH:15].C([O-])(=O)C.[Na+].O. The catalyst is C(O)C. The product is [OH:15][N:14]=[C:1]([C:4]1[CH:5]=[C:6]([CH:10]=[CH:11][CH:12]=1)[C:7]([OH:9])=[O:8])[CH3:2]. The yield is 0.950. (3) The reactants are [CH3:1][C:2]1[N:7]=[CH:6][C:5]([C:8]2[CH:13]=[CH:12][NH:11][C:10](=[O:14])[CH:9]=2)=[CH:4][CH:3]=1.Br[C:16]1[CH:17]=[CH:18][C:19]2[C:20]3[CH2:29][N:28]([C:30]([O:32][C:33]([CH3:36])([CH3:35])[CH3:34])=[O:31])[CH2:27][CH2:26][C:21]=3[N:22]([CH3:25])[C:23]=2[CH:24]=1. No catalyst specified. The product is [CH3:25][N:22]1[C:23]2[CH:24]=[C:16]([N:11]3[CH:12]=[CH:13][C:8]([C:5]4[CH:6]=[N:7][C:2]([CH3:1])=[CH:3][CH:4]=4)=[CH:9][C:10]3=[O:14])[CH:17]=[CH:18][C:19]=2[C:20]2[CH2:29][N:28]([C:30]([O:32][C:33]([CH3:36])([CH3:35])[CH3:34])=[O:31])[CH2:27][CH2:26][C:21]1=2. The yield is 0.580. (4) The reactants are [OH:1][C:2]1[CH:3]=[CH:4][C:5]2[N:9]=[C:8]([CH2:10][O:11][C:12]3[CH:13]=[C:14]([CH:19]=[CH:20][CH:21]=3)[C:15]([O:17][CH3:18])=[O:16])[N:7]([CH3:22])[C:6]=2[CH:23]=1.[Br:24][C:25]1[C:26](F)=[N:27][CH:28]=[CH:29][CH:30]=1.N1C2C(=CC=C3C=2N=CC=C3)C=CC=1.C(=O)([O-])[O-].[Cs+].[Cs+]. The catalyst is [Cu](I)I.CN(C=O)C. The product is [Br:24][C:25]1[C:26]([O:1][C:2]2[CH:3]=[CH:4][C:5]3[N:9]=[C:8]([CH2:10][O:11][C:12]4[CH:13]=[C:14]([CH:19]=[CH:20][CH:21]=4)[C:15]([O:17][CH3:18])=[O:16])[N:7]([CH3:22])[C:6]=3[CH:23]=2)=[N:27][CH:28]=[CH:29][CH:30]=1. The yield is 0.470. (5) The reactants are [CH2:1]([C:5]1[N:6]([CH2:10][C:11]2[CH:16]=[CH:15][CH:14]=[CH:13][C:12]=2[Cl:17])[CH:7]=[CH:8][N:9]=1)[CH2:2][CH2:3][CH3:4].C=O.[C:20]([O-])(=[O:22])C.[Na+]. The catalyst is C(O)(=O)C. The product is [CH2:1]([C:5]1[N:6]([CH2:10][C:11]2[CH:16]=[CH:15][CH:14]=[CH:13][C:12]=2[Cl:17])[C:7]([CH2:20][OH:22])=[CH:8][N:9]=1)[CH2:2][CH2:3][CH3:4]. The yield is 0.410. (6) The reactants are [C:1]([O:5][C@@H:6]([C:12]1[C:13]([CH3:27])=[N:14][C:15]2[N:16]([N:19]=[C:20]([C:22]([O:24][CH2:25][CH3:26])=[O:23])[CH:21]=2)[C:17]=1Cl)[C:7]([O:9][CH2:10][CH3:11])=[O:8])([CH3:4])([CH3:3])[CH3:2].Cl.[CH2:29]([O:32][C:33]1([CH3:39])[CH2:38][CH2:37][NH:36][CH2:35][CH2:34]1)[CH:30]=[CH2:31]. The catalyst is CN(C=O)C. The product is [CH2:29]([O:32][C:33]1([CH3:39])[CH2:34][CH2:35][N:36]([C:17]2[N:16]3[N:19]=[C:20]([C:22]([O:24][CH2:25][CH3:26])=[O:23])[CH:21]=[C:15]3[N:14]=[C:13]([CH3:27])[C:12]=2[C@H:6]([O:5][C:1]([CH3:4])([CH3:3])[CH3:2])[C:7]([O:9][CH2:10][CH3:11])=[O:8])[CH2:37][CH2:38]1)[CH:30]=[CH2:31]. The yield is 0.690. (7) The reactants are [CH2:1]([Mg]Cl)[CH3:2].[N+:5]([C:8]1[CH:16]=[CH:15][C:11]([C:12](Cl)=[O:13])=[CH:10][CH:9]=1)([O-:7])=[O:6].Cl. The catalyst is C1COCC1.O.[Cl-].[Cl-].[Zn+2].C1C=CC([P]([Pd]([P](C2C=CC=CC=2)(C2C=CC=CC=2)C2C=CC=CC=2)([P](C2C=CC=CC=2)(C2C=CC=CC=2)C2C=CC=CC=2)[P](C2C=CC=CC=2)(C2C=CC=CC=2)C2C=CC=CC=2)(C2C=CC=CC=2)C2C=CC=CC=2)=CC=1. The product is [N+:5]([C:8]1[CH:9]=[CH:10][C:11]([C:12](=[O:13])[CH2:1][CH3:2])=[CH:15][CH:16]=1)([O-:7])=[O:6]. The yield is 0.400. (8) The reactants are [Cl:1][C:2]1[CH:6]=[CH:5][N:4]([CH2:7][C:8](=O)[CH3:9])[C:3]=1[C:11]([O:13]C)=O.[NH3:15]. The catalyst is CO. The product is [Cl:1][C:2]1[CH:6]=[CH:5][N:4]2[CH:7]=[C:8]([CH3:9])[NH:15][C:11](=[O:13])[C:3]=12. The yield is 0.540. (9) The reactants are [CH3:1][CH:2]([CH3:12])[CH2:3][CH:4](Br)[CH2:5][C:6]([O:8][CH2:9][CH3:10])=[O:7].C1CCN2C(=NCCC2)CC1.Cl.O.[N+:26]([CH3:29])([O-:28])=[O:27]. No catalyst specified. The yield is 0.960. The product is [CH3:1][CH:2]([CH3:12])[CH2:3][CH:4]([CH2:29][N+:26]([O-:28])=[O:27])[CH2:5][C:6]([O:8][CH2:9][CH3:10])=[O:7]. (10) The reactants are F[C:2]1[CH:9]=[CH:8][C:7]([I:10])=[CH:6][C:3]=1[CH:4]=O.[NH:11]([C:13]1[CH:18]=[CH:17][CH:16]=[CH:15][N:14]=1)[NH2:12].C(=O)([O-])[O-].[Cs+].[Cs+].CN1C(=O)CCC1. The catalyst is C(OC(=O)C)C.O. The product is [I:10][C:7]1[CH:6]=[C:3]2[C:2](=[CH:9][CH:8]=1)[N:11]([C:13]1[CH:18]=[CH:17][CH:16]=[CH:15][N:14]=1)[N:12]=[CH:4]2. The yield is 0.0500.